From a dataset of Forward reaction prediction with 1.9M reactions from USPTO patents (1976-2016). Predict the product of the given reaction. Given the reactants COC1C=CC(C)=CC=1C(N[C@H]1CCC[C@@H]1NC1C=NC(C(F)(F)F)=CN=1)=O.Cl.[F:30][C:31]([F:46])([F:45])[C:32]1[N:33]=[CH:34][C:35]([NH:38][C@H:39]2[CH2:43][CH2:42][CH2:41][C@@H:40]2[NH2:44])=[N:36][CH:37]=1.[F:47][C:48]1[C:49]([N:57]2[N:61]=[CH:60][CH:59]=[N:58]2)=[C:50]([CH:54]=[CH:55][CH:56]=1)[C:51](O)=[O:52], predict the reaction product. The product is: [F:47][C:48]1[C:49]([N:57]2[N:61]=[CH:60][CH:59]=[N:58]2)=[C:50]([CH:54]=[CH:55][CH:56]=1)[C:51]([NH:44][C@H:40]1[CH2:41][CH2:42][CH2:43][C@@H:39]1[NH:38][C:35]1[CH:34]=[N:33][C:32]([C:31]([F:30])([F:45])[F:46])=[CH:37][N:36]=1)=[O:52].